This data is from Peptide-MHC class I binding affinity with 185,985 pairs from IEDB/IMGT. The task is: Regression. Given a peptide amino acid sequence and an MHC pseudo amino acid sequence, predict their binding affinity value. This is MHC class I binding data. The peptide sequence is TLTNTSIINH. The MHC is HLA-A68:01 with pseudo-sequence HLA-A68:01. The binding affinity (normalized) is 0.123.